This data is from Full USPTO retrosynthesis dataset with 1.9M reactions from patents (1976-2016). The task is: Predict the reactants needed to synthesize the given product. (1) Given the product [NH2:8][C:5]1[CH:6]=[CH:7][C:2]([F:1])=[CH:3][C:4]=1[NH:16][C:17]1[N:25]=[C:24]2[C:20]([NH:21][C:22](=[O:36])[N:23]2[C:26]2[CH:27]=[C:28]3[C:33](=[CH:34][CH:35]=2)[NH:32][CH2:31][CH2:30][CH2:29]3)=[CH:19][N:18]=1, predict the reactants needed to synthesize it. The reactants are: [F:1][C:2]1[CH:7]=[CH:6][C:5]([NH:8]C(=O)OC(C)(C)C)=[C:4]([NH:16][C:17]2[N:25]=[C:24]3[C:20]([NH:21][C:22](=[O:36])[N:23]3[C:26]3[CH:27]=[C:28]4[C:33](=[CH:34][CH:35]=3)[NH:32][CH2:31][CH2:30][CH2:29]4)=[CH:19][N:18]=2)[CH:3]=1.C(O)(C(F)(F)F)=O.C(Cl)Cl. (2) Given the product [CH2:1]([O:4][C:5]([NH:7][C:8]1[CH:13]=[CH:12][N:11]([C@H:14]2[C:18]([F:19])([F:20])[C@H:17]([O:21][C:22]([O:24][CH2:25][CH:26]=[CH2:27])=[O:23])[C@@H:16]([CH2:28][O:29][C:39](=[O:40])[CH2:38][CH2:37][C:31]3[CH:36]=[CH:35][CH:34]=[CH:33][CH:32]=3)[O:15]2)[C:10](=[O:30])[N:9]=1)=[O:6])[CH:2]=[CH2:3], predict the reactants needed to synthesize it. The reactants are: [CH2:1]([O:4][C:5]([NH:7][C:8]1[CH:13]=[CH:12][N:11]([C@H:14]2[C:18]([F:20])([F:19])[C@H:17]([O:21][C:22]([O:24][CH2:25][CH:26]=[CH2:27])=[O:23])[C@@H:16]([CH2:28][OH:29])[O:15]2)[C:10](=[O:30])[N:9]=1)=[O:6])[CH:2]=[CH2:3].[C:31]1([CH2:37][CH2:38][C:39](O)=[O:40])[CH:36]=[CH:35][CH:34]=[CH:33][CH:32]=1.